From a dataset of Catalyst prediction with 721,799 reactions and 888 catalyst types from USPTO. Predict which catalyst facilitates the given reaction. (1) Reactant: [O:1]([C:9]([F:12])([F:11])[F:10])S(C(F)(F)F)(=O)=O.[F-].[Rb+].S(O[CH2:20][CH2:21][CH2:22][CH2:23][CH2:24][CH2:25][CH2:26][CH2:27][CH:28]=[CH2:29])(=O)(=O)C. Product: [F:10][C:9]([F:12])([F:11])[O:1][CH2:29][CH2:28][CH2:27][CH2:26][CH2:25][CH2:24][CH2:23][CH2:22][CH:21]=[CH2:20]. The catalyst class is: 80. (2) Reactant: C[Si](C)(C)[O:3][C:4]1[CH:5]2[CH2:11][CH2:10][CH:8]([CH:9]=1)[C:7]([C:12]([O:14][CH2:15][CH3:16])=[O:13])=[CH:6]2.C(O)(=O)C.CCCC[N+](CCCC)(CCCC)CCCC.[F-]. Product: [O:3]=[C:4]1[CH2:9][CH:8]2[CH2:10][CH2:11][CH:5]1[CH:6]=[C:7]2[C:12]([O:14][CH2:15][CH3:16])=[O:13]. The catalyst class is: 7. (3) Reactant: [Cl:1][C:2]1[C:7]([CH2:8][S:9][C:10]2[N:15]=[C:14]([OH:16])[CH:13]=[C:12]([CH3:17])[N:11]=2)=[CH:6][CH:5]=[C:4]([Cl:18])[N:3]=1.[CH2:19]([N:21]1[CH2:26][CH2:25][NH:24][CH2:23][CH2:22]1)[CH3:20]. Product: [Cl:1][C:2]1[C:7]([CH2:8][S:9][C:10]2[N:15]=[C:14]([OH:16])[CH:13]=[C:12]([CH3:17])[N:11]=2)=[CH:6][CH:5]=[C:4]([N:24]2[CH2:25][CH2:26][N:21]([CH2:19][CH3:20])[CH2:22][CH2:23]2)[N:3]=1.[Cl:18][C:4]1[N:3]=[C:2]([N:24]2[CH2:25][CH2:26][N:21]([CH2:19][CH3:20])[CH2:22][CH2:23]2)[C:7]([CH2:8][S:9][C:10]2[N:15]=[C:14]([OH:16])[CH:13]=[C:12]([CH3:17])[N:11]=2)=[CH:6][CH:5]=1. The catalyst class is: 16. (4) Reactant: Cl.C([O:9][C:10]1[CH:11]=[C:12]2[C:16](=[CH:17][CH:18]=1)[NH:15][CH:14]=[C:13]2[CH2:19][CH2:20][NH:21][CH2:22][C:23]1[CH:28]=[CH:27][CH:26]=[C:25]([O:29][CH2:30][C:31]([F:34])([F:33])[F:32])[CH:24]=1)C1C=CC=CC=1.Cl. Product: [OH:9][C:10]1[CH:11]=[C:12]2[C:16](=[CH:17][CH:18]=1)[NH:15][CH:14]=[C:13]2[CH2:19][CH2:20][NH:21][CH2:22][C:23]1[CH:28]=[CH:27][CH:26]=[C:25]([O:29][CH2:30][C:31]([F:34])([F:32])[F:33])[CH:24]=1. The catalyst class is: 256. (5) Reactant: Cl[C:2]1[N:7]=[C:6]([NH:8][C@H:9]([C:11]2[CH:12]=[C:13]([NH:17][C:18](=[O:29])[C:19]3[CH:24]=[CH:23][CH:22]=[C:21]([C:25]([F:28])([F:27])[F:26])[CH:20]=3)[CH:14]=[CH:15][CH:16]=2)[CH3:10])[CH:5]=[N:4][CH:3]=1.[OH:30][CH2:31][C:32]1[CH:37]=[CH:36][C:35](B(O)O)=[CH:34][CH:33]=1.C(=O)([O-])[O-].[Na+].[Na+].[Cl-].[Na+].O.O. Product: [OH:30][CH2:31][C:32]1[CH:37]=[CH:36][C:35]([C:2]2[N:7]=[C:6]([NH:8][C@H:9]([C:11]3[CH:12]=[C:13]([NH:17][C:18](=[O:29])[C:19]4[CH:24]=[CH:23][CH:22]=[C:21]([C:25]([F:28])([F:27])[F:26])[CH:20]=4)[CH:14]=[CH:15][CH:16]=3)[CH3:10])[CH:5]=[N:4][CH:3]=2)=[CH:34][CH:33]=1. The catalyst class is: 423. (6) Reactant: O.[C:2]1(C)C=CC(S(O)(=O)=O)=CC=1.[F:13][C:14]([F:23])([CH:18]([OH:22])[CH2:19][CH2:20][CH3:21])[C:15]([OH:17])=[O:16].C(=O)([O-])O.[Na+]. Product: [F:13][C:14]([F:23])([CH:18]([OH:22])[CH2:19][CH2:20][CH3:21])[C:15]([O:17][CH3:2])=[O:16]. The catalyst class is: 5. (7) Reactant: C[Si]([N-][Si](C)(C)C)(C)C.[Li+].CCCCCC.[S:17]1[C:26]2[C:21](=[CH:22][CH:23]=[CH:24][CH:25]=2)[C:20](=[O:27])[CH2:19][CH2:18]1.C([C:30]([O:32][CH3:33])=[O:31])#N.[Cl-].[NH4+]. Product: [O:27]=[C:20]1[C:21]2[C:26](=[CH:25][CH:24]=[CH:23][CH:22]=2)[S:17][CH2:18][CH:19]1[C:30]([O:32][CH3:33])=[O:31]. The catalyst class is: 7. (8) Reactant: [C:1]([NH:5][S:6]([C:9]1[CH:14]=[CH:13][CH:12]=[CH:11][C:10]=1[C:15]1[CH:23]=[CH:22][C:18]([C:19]([OH:21])=O)=[CH:17][CH:16]=1)(=[O:8])=[O:7])([CH3:4])([CH3:3])[CH3:2].Cl.[CH3:25][O:26][C:27](=[O:39])[C@H:28]([CH2:30][C:31]1[CH:36]=[CH:35][CH:34]=[C:33]([C:37]#[N:38])[CH:32]=1)[NH2:29].C1C=CC2N(O)N=NC=2C=1.C(Cl)CCl.CCN(CC)CC. Product: [CH3:25][O:26][C:27](=[O:39])[C@H:28]([CH2:30][C:31]1[CH:36]=[CH:35][CH:34]=[C:33]([C:37]#[N:38])[CH:32]=1)[NH:29][C:19](=[O:21])[C:18]1[CH:17]=[CH:16][C:15]([C:10]2[CH:11]=[CH:12][CH:13]=[CH:14][C:9]=2[S:6]([NH:5][C:1]([CH3:2])([CH3:4])[CH3:3])(=[O:8])=[O:7])=[CH:23][CH:22]=1. The catalyst class is: 3. (9) Reactant: [H-].[Al+3].[Li+].[H-].[H-].[H-].[CH2:7]([O:14][C:15]([NH:17][C:18]1[CH:23]=[CH:22][C:21]([N:24]2[CH:28]=[C:27]([C:29](OCC)=[O:30])[CH:26]=[N:25]2)=[C:20]([F:34])[CH:19]=1)=[O:16])[C:8]1[CH:13]=[CH:12][CH:11]=[CH:10][CH:9]=1. Product: [F:34][C:20]1[CH:19]=[C:18]([NH:17][C:15](=[O:16])[O:14][CH2:7][C:8]2[CH:9]=[CH:10][CH:11]=[CH:12][CH:13]=2)[CH:23]=[CH:22][C:21]=1[N:24]1[CH:28]=[C:27]([CH2:29][OH:30])[CH:26]=[N:25]1. The catalyst class is: 54. (10) Reactant: [C:1]1([CH:9]=[CH:8][CH:7]=[C:5]([OH:6])[C:3]=1[OH:4])[OH:2].[CH:10]1[C:22]2[C:21](=O)[C:20]3[C:15](=[CH:16][CH:17]=[CH:18][CH:19]=3)[C:14]=2[CH:13]=[CH:12][CH:11]=1.S(=O)(=O)(O)O.S[CH2:30][CH2:31][C:32]([OH:34])=O. Product: [OH:2][C:1]1[CH:9]=[C:8]([C:21]2([C:30]3[CH:31]=[C:32]([OH:34])[C:3]([OH:4])=[C:1]([OH:2])[CH:9]=3)[C:20]3[CH:19]=[CH:18][CH:17]=[CH:16][C:15]=3[C:14]3[C:22]2=[CH:10][CH:11]=[CH:12][CH:13]=3)[CH:7]=[C:5]([OH:6])[C:3]=1[OH:4]. The catalyst class is: 11.